Dataset: Catalyst prediction with 721,799 reactions and 888 catalyst types from USPTO. Task: Predict which catalyst facilitates the given reaction. The catalyst class is: 3. Reactant: [Cl:1][C:2]1[CH:11]=[C:10]([Cl:12])[CH:9]=[CH:8][C:3]=1[C:4](=[O:7])[CH2:5]Cl.[NH:13]1[CH2:18][CH2:17][O:16][CH2:15][CH2:14]1. Product: [Cl:1][C:2]1[CH:11]=[C:10]([Cl:12])[CH:9]=[CH:8][C:3]=1[C:4](=[O:7])[CH2:5][N:13]1[CH2:18][CH2:17][O:16][CH2:15][CH2:14]1.